From a dataset of Full USPTO retrosynthesis dataset with 1.9M reactions from patents (1976-2016). Predict the reactants needed to synthesize the given product. (1) Given the product [CH2:1]([N:8]1[CH:13]2[CH2:14][CH2:15][CH:9]1[CH2:10][NH:11][CH2:12]2)[C:2]1[CH:3]=[CH:4][CH:5]=[CH:6][CH:7]=1, predict the reactants needed to synthesize it. The reactants are: [CH2:1]([N:8]1[CH:13]2[CH2:14][CH2:15][CH:9]1[CH2:10][N:11](CC=C)[CH2:12]2)[C:2]1[CH:7]=[CH:6][CH:5]=[CH:4][CH:3]=1.CN1C(=O)CC(=O)N(C)C1=O.Cl. (2) Given the product [C:1]([O:5][C:6]([N:8]([CH2:16][C:17]1[C:22]([O:23][C:24]([F:27])([F:26])[F:25])=[CH:21][N:20]=[C:19]([C:35]2[CH:36]=[N:37][C:38]([C:41]([F:44])([F:43])[F:42])=[N:39][CH:40]=2)[CH:18]=1)[C:9](=[O:15])[O:10][C:11]([CH3:14])([CH3:13])[CH3:12])=[O:7])([CH3:4])([CH3:3])[CH3:2], predict the reactants needed to synthesize it. The reactants are: [C:1]([O:5][C:6]([N:8]([CH2:16][C:17]1[C:22]([O:23][C:24]([F:27])([F:26])[F:25])=[CH:21][N:20]=[C:19](Cl)[CH:18]=1)[C:9](=[O:15])[O:10][C:11]([CH3:14])([CH3:13])[CH3:12])=[O:7])([CH3:4])([CH3:3])[CH3:2].CC1(C)OB([C:35]2[CH:36]=[N:37][C:38]([C:41]([F:44])([F:43])[F:42])=[N:39][CH:40]=2)OC1(C)C.C(=O)([O-])[O-].[K+].[K+].